From a dataset of Reaction yield outcomes from USPTO patents with 853,638 reactions. Predict the reaction yield, written as a fraction of the theoretical maximum amount of product (1.0 means a 100% yield; for example, 0.34 means a 34% yield). (1) The reactants are [CH3:1][C:2]1[N:7]=[C:6]2[S:8][C:9]3[CH2:13][CH2:12][CH2:11][C:10]=3[C:5]2=[C:4]([C:14]2[CH:19]=[CH:18][CH:17]=[CH:16][CH:15]=2)[C:3]=1[CH2:20][C:21]([O:23]C)=[O:22].[O-2].[Li+].[Li+].Cl. The catalyst is O1CCOCC1.O. The product is [CH3:1][C:2]1[N:7]=[C:6]2[S:8][C:9]3[CH2:13][CH2:12][CH2:11][C:10]=3[C:5]2=[C:4]([C:14]2[CH:15]=[CH:16][CH:17]=[CH:18][CH:19]=2)[C:3]=1[CH2:20][C:21]([OH:23])=[O:22]. The yield is 0.540. (2) The reactants are [CH2:1]1[C:11]2=[C:12]3[C:7](=[CH:8][CH:9]=[CH:10]2)[C:6]([CH2:13][NH:14][CH3:15])=[CH:5][CH:4]=[C:3]3[CH2:2]1.[NH2:16][C:17]1[N:22]=[CH:21][C:20](/[CH:23]=[CH:24]/[C:25]([OH:27])=O)=[CH:19][CH:18]=1.C1C=CC2N(O)N=NC=2C=1.C(N(C(C)C)CC)(C)C.CCN=C=NCCCN(C)C.[ClH:58]. The catalyst is CN(C=O)C.O. The product is [ClH:58].[CH2:1]1[C:11]2=[C:12]3[C:7](=[CH:8][CH:9]=[CH:10]2)[C:6]([CH2:13][N:14]([CH3:15])[C:25](=[O:27])/[CH:24]=[CH:23]/[C:20]2[CH:21]=[N:22][C:17]([NH2:16])=[CH:18][CH:19]=2)=[CH:5][CH:4]=[C:3]3[CH2:2]1. The yield is 0.320. (3) The reactants are Cl[C:2]1[CH:7]=[C:6]([C:8]2[CH:13]=[C:12]([Cl:14])[CH:11]=[CH:10][C:9]=2[O:15][CH2:16][CH3:17])[N:5]=[C:4]([NH2:18])[N:3]=1.[NH2:19][C:20]1[CH:28]=[CH:27][C:23]([CH2:24][CH2:25][OH:26])=[CH:22][CH:21]=1. No catalyst specified. The product is [NH2:18][C:4]1[N:3]=[C:2]([NH:19][C:20]2[CH:28]=[CH:27][C:23]([CH2:24][CH2:25][OH:26])=[CH:22][CH:21]=2)[CH:7]=[C:6]([C:8]2[CH:13]=[C:12]([Cl:14])[CH:11]=[CH:10][C:9]=2[O:15][CH2:16][CH3:17])[N:5]=1. The yield is 0.940.